This data is from Forward reaction prediction with 1.9M reactions from USPTO patents (1976-2016). The task is: Predict the product of the given reaction. (1) Given the reactants [CH3:1][N:2]([CH3:8])/[CH:3]=[CH:4]/[C:5](=O)[CH3:6].BrBr.[N:11]1[CH:16]=[CH:15][C:14]([C:17]2[S:18][CH:19]=[C:20]([CH2:22][C:23]([NH2:25])=[O:24])[N:21]=2)=[CH:13][CH:12]=1.[H-].[Na+], predict the reaction product. The product is: [CH3:1][N:2]([CH3:8])[C:3]1[CH:4]=[C:5]([CH3:6])[NH:25][C:23](=[O:24])[C:22]=1[C:20]1[N:21]=[C:17]([C:14]2[CH:15]=[CH:16][N:11]=[CH:12][CH:13]=2)[S:18][CH:19]=1. (2) Given the reactants C([O:3][C:4](=[O:37])[CH2:5][NH:6][C:7]([N:9]1[CH2:13][C@@H:12]([CH2:14][C:15]([CH3:18])([CH3:17])[CH3:16])[C@@:11]([C:21]2[CH:26]=[CH:25][C:24]([Cl:27])=[CH:23][C:22]=2[F:28])([C:19]#[N:20])[C@H:10]1[C:29]1[CH:34]=[CH:33][CH:32]=[C:31]([Cl:35])[C:30]=1[F:36])=[O:8])C.O.[OH-].[Li+], predict the reaction product. The product is: [Cl:35][C:31]1[C:30]([F:36])=[C:29]([C@@H:10]2[C@:11]([C:21]3[CH:26]=[CH:25][C:24]([Cl:27])=[CH:23][C:22]=3[F:28])([C:19]#[N:20])[C@H:12]([CH2:14][C:15]([CH3:17])([CH3:18])[CH3:16])[CH2:13][N:9]2[C:7]([NH:6][CH2:5][C:4]([OH:37])=[O:3])=[O:8])[CH:34]=[CH:33][CH:32]=1. (3) Given the reactants O=C(Cl)O[C:4]([Cl:7])(Cl)[Cl:5].[CH3:9][N:10]([CH2:14][CH2:15][CH3:16])C(Cl)=S.CCCCCC, predict the reaction product. The product is: [Cl-:5].[Cl:5][C:4]([Cl:7])=[N+:10]([CH3:9])[CH2:14][CH2:15][CH3:16]. (4) The product is: [F:30][C:31]([F:37])([F:36])[O:32][CH2:33][CH2:34][NH:35][C:11]([C:9]1[CH:8]=[CH:7][C:6]2[N:2]([CH3:1])[C:3]([NH:14][C:15]3[S:16][C:17]4[CH:23]=[C:22]([O:24][C:25]([F:28])([F:26])[F:27])[CH:21]=[CH:20][C:18]=4[N:19]=3)=[N:4][C:5]=2[CH:10]=1)=[O:12]. Given the reactants [CH3:1][N:2]1[C:6]2[CH:7]=[CH:8][C:9]([C:11](O)=[O:12])=[CH:10][C:5]=2[N:4]=[C:3]1[NH:14][C:15]1[S:16][C:17]2[CH:23]=[C:22]([O:24][C:25]([F:28])([F:27])[F:26])[CH:21]=[CH:20][C:18]=2[N:19]=1.Cl.[F:30][C:31]([F:37])([F:36])[O:32][CH2:33][CH2:34][NH2:35].CN(C(ON1N=NC2C=CC=CC1=2)=[N+](C)C)C.F[P-](F)(F)(F)(F)F.CCN(C(C)C)C(C)C, predict the reaction product.